Task: Predict the product of the given reaction.. Dataset: Forward reaction prediction with 1.9M reactions from USPTO patents (1976-2016) (1) Given the reactants [F:1][C:2]1[CH:9]=[CH:8][C:5]([C:6]#[N:7])=[C:4](SC)[CH:3]=1.O[O:13][S:14]([O-:16])=O.[K+].[CH3:18]C(C)=O, predict the reaction product. The product is: [F:1][C:2]1[CH:9]=[CH:8][C:5]([C:6]#[N:7])=[C:4]([S:14]([CH3:18])(=[O:16])=[O:13])[CH:3]=1. (2) Given the reactants [C:1](O)(=O)[CH2:2][C:3]([OH:5])=[O:4].[F:8][C:9]([F:19])([F:18])[C:10]1[CH:17]=[CH:16][C:13](C=O)=[CH:12][CH:11]=1.C(OC(=O)C)C.Cl, predict the reaction product. The product is: [F:8][C:9]([F:19])([F:18])[C:10]1[CH:17]=[CH:16][C:13]([CH:1]=[CH:2][C:3]([OH:5])=[O:4])=[CH:12][CH:11]=1. (3) Given the reactants [NH2:1][C:2]1[CH:11]=[CH:10][C:5]([NH:6][C:7](=[O:9])[CH3:8])=[CH:4][CH:3]=1.C[Si]([N-][Si](C)(C)C)(C)C.[Li+].F[C:23]1[C:28]([C:29]2[N:34]=[C:33]([CH3:35])[N:32]=[C:31]([N:36]([CH2:46][C:47]3[CH:52]=[CH:51][C:50]([O:53][CH3:54])=[CH:49][CH:48]=3)[CH2:37][C:38]3[CH:43]=[CH:42][C:41]([O:44][CH3:45])=[CH:40][CH:39]=3)[N:30]=2)=[CH:27][C:26]([CH2:55][N:56]2[CH2:61][CH2:60][N:59]([S:62]([CH3:65])(=[O:64])=[O:63])[CH2:58][CH2:57]2)=[CH:25][N:24]=1, predict the reaction product. The product is: [CH3:54][O:53][C:50]1[CH:49]=[CH:48][C:47]([CH2:46][N:36]([CH2:37][C:38]2[CH:39]=[CH:40][C:41]([O:44][CH3:45])=[CH:42][CH:43]=2)[C:31]2[N:32]=[C:33]([CH3:35])[N:34]=[C:29]([C:28]3[C:23]([NH:1][C:2]4[CH:3]=[CH:4][C:5]([NH:6][C:7](=[O:9])[CH3:8])=[CH:10][CH:11]=4)=[N:24][CH:25]=[C:26]([CH2:55][N:56]4[CH2:61][CH2:60][N:59]([S:62]([CH3:65])(=[O:64])=[O:63])[CH2:58][CH2:57]4)[CH:27]=3)[N:30]=2)=[CH:52][CH:51]=1. (4) Given the reactants I[C:2]1[C:10]2[C:5](=[N:6][CH:7]=[N:8][C:9]=2[NH2:11])[N:4]([CH2:12][C:13]2[N:17]([C:18]3[CH:23]=[CH:22][CH:21]=[CH:20][CH:19]=3)[C:16]3[CH:24]=[CH:25][CH:26]=[CH:27][C:15]=3[N:14]=2)[N:3]=1.[F:28][C:29]1[CH:30]=[C:31](B(O)O)[CH:32]=[C:33]([OH:35])[CH:34]=1.[F-].[Cs+], predict the reaction product. The product is: [NH2:11][C:9]1[N:8]=[CH:7][N:6]=[C:5]2[N:4]([CH2:12][C:13]3[N:17]([C:18]4[CH:19]=[CH:20][CH:21]=[CH:22][CH:23]=4)[C:16]4[CH:24]=[CH:25][CH:26]=[CH:27][C:15]=4[N:14]=3)[N:3]=[C:2]([C:31]3[CH:32]=[C:33]([OH:35])[CH:34]=[C:29]([F:28])[CH:30]=3)[C:10]=12. (5) The product is: [CH3:1][O:2][C:3]1[CH:4]=[C:5]([CH2:11][CH2:12][C:13]2[CH:22]=[C:21]([C:23]([OH:25])=[O:24])[C:20]3[C:15](=[CH:16][CH:17]=[C:18]([O:26][CH3:27])[CH:19]=3)[N:14]=2)[CH:6]=[CH:7][C:8]=1[O:9][CH3:10]. Given the reactants [CH3:1][O:2][C:3]1[CH:4]=[C:5](/[CH:11]=[CH:12]/[C:13]2[CH:22]=[C:21]([C:23]([OH:25])=[O:24])[C:20]3[C:15](=[CH:16][CH:17]=[C:18]([O:26][CH3:27])[CH:19]=3)[N:14]=2)[CH:6]=[CH:7][C:8]=1[O:9][CH3:10], predict the reaction product. (6) Given the reactants C1(N=C=NC2CCCCC2)CCCCC1.C(Cl)Cl.[F:19][C:20]1[CH:25]=[CH:24][C:23]([F:26])=[CH:22][C:21]=1[C:27](=[CH2:31])[C:28]([OH:30])=[O:29].[CH2:32](O)[C:33]1[CH:38]=[CH:37][CH:36]=[CH:35][CH:34]=1, predict the reaction product. The product is: [F:19][C:20]1[CH:25]=[CH:24][C:23]([F:26])=[CH:22][C:21]=1[C:27](=[CH2:31])[C:28]([O:30][CH2:32][C:33]1[CH:38]=[CH:37][CH:36]=[CH:35][CH:34]=1)=[O:29].